This data is from Full USPTO retrosynthesis dataset with 1.9M reactions from patents (1976-2016). The task is: Predict the reactants needed to synthesize the given product. (1) Given the product [CH3:14][O:4][C:3](=[O:5])[C:2]([CH3:1])=[CH:6][CH2:7][CH3:8], predict the reactants needed to synthesize it. The reactants are: [CH3:1][C:2](=[CH:6][CH2:7][CH3:8])[C:3]([OH:5])=[O:4].S(=O)(=O)(O)O.[CH3:14]O. (2) Given the product [S:28]1[CH:32]=[CH:31][C:30]([C:2]2[CH:7]=[CH:6][C:5]([N:8]3[CH2:13][CH2:12][N:11]([S:14]([CH:17]=[CH:18][CH2:19][CH2:20][CH2:21][C:22]4[N:23]=[CH:24][CH:25]=[CH:26][N:27]=4)(=[O:16])=[O:15])[CH2:10][CH2:9]3)=[CH:4][CH:3]=2)=[CH:29]1, predict the reactants needed to synthesize it. The reactants are: Br[C:2]1[CH:7]=[CH:6][C:5]([N:8]2[CH2:13][CH2:12][N:11]([S:14]([CH:17]=[CH:18][CH2:19][CH2:20][CH2:21][C:22]3[N:27]=[CH:26][CH:25]=[CH:24][N:23]=3)(=[O:16])=[O:15])[CH2:10][CH2:9]2)=[CH:4][CH:3]=1.[S:28]1[CH:32]=[CH:31][CH:30]=[C:29]1B(O)O.C([O-])(O)=O.[Na+]. (3) Given the product [CH2:1]([O:3][C:4](=[O:29])[CH:5]([C:6]1[N:11]=[C:10]2[S:12][CH:13]=[C:14]([C:15]3[CH:20]=[CH:19][CH:18]=[CH:17][CH:16]=3)[C:9]2=[C:8]([NH:21][CH2:22][C:23]2[CH:28]=[CH:27][CH:26]=[CH:25][N:24]=2)[CH:7]=1)[C:30]([O:31][CH2:32][CH3:33])=[O:34])[CH3:2], predict the reactants needed to synthesize it. The reactants are: [CH2:1]([O:3][C:4](=[O:29])[CH2:5][C:6]1[N:11]=[C:10]2[S:12][CH:13]=[C:14]([C:15]3[CH:20]=[CH:19][CH:18]=[CH:17][CH:16]=3)[C:9]2=[C:8]([NH:21][CH2:22][C:23]2[CH:28]=[CH:27][CH:26]=[CH:25][N:24]=2)[CH:7]=1)[CH3:2].[C:30](=O)([O:34]CC)[O:31][CH2:32][CH3:33].[H-].[Na+]. (4) The reactants are: FC(F)(F)S(O[C:7]1[CH2:14][CH:13]2[CH2:15][CH:9]([CH2:10][N:11]([C:16]([O:18][C:19]([CH3:22])([CH3:21])[CH3:20])=[O:17])[CH2:12]2)[CH:8]=1)(=O)=O.[F:25][C:26]1[CH:27]=[C:28](B(O)O)[CH:29]=[CH:30][CH:31]=1.[Cl-].[Li+].C([O-])([O-])=O.[Na+].[Na+]. Given the product [F:25][C:26]1[CH:31]=[C:30]([C:7]2[CH2:14][CH:13]3[CH2:15][CH:9]([CH2:10][N:11]([C:16]([O:18][C:19]([CH3:20])([CH3:21])[CH3:22])=[O:17])[CH2:12]3)[CH:8]=2)[CH:29]=[CH:28][CH:27]=1, predict the reactants needed to synthesize it.